Dataset: Full USPTO retrosynthesis dataset with 1.9M reactions from patents (1976-2016). Task: Predict the reactants needed to synthesize the given product. (1) Given the product [CH3:1][NH:2][C:3]([C:4]1[N:6]([C:7]2[CH:12]=[CH:11][CH:10]=[CH:9][CH:8]=2)[C:13]2[C:14]([C:19](=[O:35])[C:20]=1[CH2:21][CH:22]1[CH2:27][CH2:26][N:25]([C:28]([O:30][C:31]([CH3:32])([CH3:34])[CH3:33])=[O:29])[CH2:24][CH2:23]1)=[CH:15][CH:16]=[CH:17][CH:18]=2)=[O:36], predict the reactants needed to synthesize it. The reactants are: [CH3:1][NH:2][C:3](=[O:36])[C:4]([N:6]([C:13]1[CH:18]=[CH:17][CH:16]=[CH:15][C:14]=1[C:19](=[O:35])[CH2:20][CH2:21][CH:22]1[CH2:27][CH2:26][N:25]([C:28]([O:30][C:31]([CH3:34])([CH3:33])[CH3:32])=[O:29])[CH2:24][CH2:23]1)[C:7]1[CH:12]=[CH:11][CH:10]=[CH:9][CH:8]=1)=O.C(=O)([O-])[O-].[K+].[K+]. (2) Given the product [Cl:1][C:2]1[CH:3]=[CH:4][C:5]2[N:6]([N:12]=[C:13]([N:27]3[CH2:28][CH2:29][CH2:30][CH2:31][CH2:32]3)[C:14]=2[CH2:15][C:16]2[N:21]=[C:20]([C:22]([O:24][CH3:25])=[O:23])[CH:19]=[CH:18][CH:17]=2)[C:7]=1[Si:8]([CH3:11])([CH3:10])[CH3:9], predict the reactants needed to synthesize it. The reactants are: [Cl:1][C:2]1[CH:3]=[CH:4][C:5]2[N:6]([N:12]=[C:13]([N:27]3[CH2:32][CH2:31][CH2:30][CH2:29][CH2:28]3)[C:14]=2[CH:15](O)[C:16]2[N:21]=[C:20]([C:22]([O:24][CH3:25])=[O:23])[CH:19]=[CH:18][CH:17]=2)[C:7]=1[Si:8]([CH3:11])([CH3:10])[CH3:9].C([SiH](CC)CC)C.FC(F)(F)C(O)=O.C(=O)(O)[O-].[Na+]. (3) Given the product [Br:1][C:2]1[CH:7]=[C:6]([F:8])[CH:5]=[CH:4][C:3]=1[O:9][CH:17]([CH3:23])[C:18]([O:20][CH2:21][CH3:22])=[O:19], predict the reactants needed to synthesize it. The reactants are: [Br:1][C:2]1[CH:7]=[C:6]([F:8])[CH:5]=[CH:4][C:3]=1[OH:9].C(=O)([O-])[O-].[K+].[K+].Br[CH:17]([CH3:23])[C:18]([O:20][CH2:21][CH3:22])=[O:19].[I-].[K+]. (4) Given the product [CH3:9][N:8](/[CH:10]=[C:3](/[C:2](=[O:1])[CH3:6])\[C:4]#[N:5])[CH3:7], predict the reactants needed to synthesize it. The reactants are: [O:1]=[C:2]([CH3:6])[CH2:3][C:4]#[N:5].[CH3:7][N:8]([CH:10](OC)OC)[CH3:9]. (5) Given the product [Cl:1][C:2]1[CH:8]=[CH:7][C:5]([NH:6][C:18](=[O:19])[C:17]2[CH:21]=[CH:22][C:23]([CH2:25][S:26]([CH3:29])(=[O:28])=[O:27])=[CH:24][C:16]=2[CH3:15])=[CH:4][C:3]=1[C:9]1[CH:14]=[CH:13][CH:12]=[CH:11][N:10]=1, predict the reactants needed to synthesize it. The reactants are: [Cl:1][C:2]1[CH:8]=[CH:7][C:5]([NH2:6])=[CH:4][C:3]=1[C:9]1[CH:14]=[CH:13][CH:12]=[CH:11][N:10]=1.[CH3:15][C:16]1[CH:24]=[C:23]([CH2:25][S:26]([CH3:29])(=[O:28])=[O:27])[CH:22]=[CH:21][C:17]=1[C:18](O)=[O:19]. (6) Given the product [OH:15][C:13]1[CH:14]=[C:5]([C:3]([OH:4])=[O:2])[C:6]2[CH2:7][CH:8]([C:19]3[CH:24]=[CH:23][C:22]([OH:25])=[CH:21][CH:20]=3)[CH:9]3[CH2:18][CH2:17][CH2:16][CH:10]3[C:11]=2[CH:12]=1, predict the reactants needed to synthesize it. The reactants are: C[O:2][C:3]([C:5]1[C:6]2[CH2:7][CH:8]([C:19]3[CH:24]=[CH:23][C:22]([OH:25])=[CH:21][CH:20]=3)[CH:9]3[CH2:18][CH2:17][CH2:16][CH:10]3[C:11]=2[CH:12]=[C:13]([OH:15])[CH:14]=1)=[O:4].[OH-].[Na+].